This data is from Reaction yield outcomes from USPTO patents with 853,638 reactions. The task is: Predict the reaction yield, written as a fraction of the theoretical maximum amount of product (1.0 means a 100% yield; for example, 0.34 means a 34% yield). (1) The reactants are [F:1][C:2]1[CH:12]=[CH:11][C:5]([CH2:6][NH:7][C:8](=[O:10])[CH3:9])=[CH:4][CH:3]=1.[H-].[Na+].Br[CH2:16][CH2:17][CH2:18][C:19]1[CH:24]=[CH:23][CH:22]=[CH:21][CH:20]=1. The catalyst is C1(C)C=CC=CC=1. The product is [F:1][C:2]1[CH:3]=[CH:4][C:5]([CH2:6][N:7]([CH2:16][CH2:17][CH2:18][C:19]2[CH:24]=[CH:23][CH:22]=[CH:21][CH:20]=2)[C:8](=[O:10])[CH3:9])=[CH:11][CH:12]=1. The yield is 0.190. (2) The reactants are [CH2:1]([N:3]1[CH2:8][CH2:7][N:6]([C:9]2[N:14]=[CH:13][C:12]([CH:15]=[O:16])=[CH:11][CH:10]=2)[CH2:5][CH2:4]1)[CH3:2].[BH4-].[Na+]. The catalyst is C(O)C. The product is [CH2:1]([N:3]1[CH2:4][CH2:5][N:6]([C:9]2[N:14]=[CH:13][C:12]([CH2:15][OH:16])=[CH:11][CH:10]=2)[CH2:7][CH2:8]1)[CH3:2]. The yield is 0.950. (3) The reactants are C(O)(=O)CC(CC(O)=O)(C(O)=O)O.[F:14][C:15]1[CH:16]=[C:17]([CH:29]=[CH:30][CH:31]=1)[CH2:18][C:19]1[S:23][C:22]([CH:24]2OCC[O:25]2)=[CH:21][CH:20]=1.O.C(OCC)(=O)C. The catalyst is CO. The product is [F:14][C:15]1[CH:16]=[C:17]([CH:29]=[CH:30][CH:31]=1)[CH2:18][C:19]1[S:23][C:22]([CH:24]=[O:25])=[CH:21][CH:20]=1. The yield is 0.870. (4) The reactants are [CH2:1](O)[CH3:2].[Cl:4][C:5]1[CH:6]=[C:7]2[C:12](=[CH:13][C:14]=1[OH:15])[O:11][CH2:10][CH2:9][CH:8]2[C:16]([OH:18])=[O:17].S(=O)(=O)(O)O. The catalyst is C(OCC)(=O)C. The product is [Cl:4][C:5]1[CH:6]=[C:7]2[C:12](=[CH:13][C:14]=1[OH:15])[O:11][CH2:10][CH2:9][CH:8]2[C:16]([O:18][CH2:1][CH3:2])=[O:17]. The yield is 0.430. (5) The reactants are N([O-])=O.[Na+].N[C:6]1[CH:11]=[C:10]([Cl:12])[CH:9]=[CH:8][C:7]=1[O:13][CH3:14].[F:15][C:16]([F:30])([F:29])[C:17]1[CH:18]=[C:19]([CH:22]=[C:23]([C:25]([F:28])([F:27])[F:26])[CH:24]=1)[CH:20]=[CH2:21]. The catalyst is O.[H+].[B-](F)(F)(F)F.CO.C(OCC)(=O)C. The yield is 0.333. The product is [Cl:12][C:10]1[CH:9]=[CH:8][C:7]([O:13][CH3:14])=[C:6]([CH:11]=1)[CH:21]=[CH:20][C:19]1[CH:22]=[C:23]([C:25]([F:26])([F:28])[F:27])[CH:24]=[C:17]([C:16]([F:15])([F:29])[F:30])[CH:18]=1. (6) The reactants are [F:1][C:2]([F:20])([F:19])[C:3]([NH:5][C:6]1[CH:11]=[CH:10][C:9]([CH2:12][CH:13]2[CH2:18][CH2:17][NH:16][CH2:15][CH2:14]2)=[CH:8][CH:7]=1)=[O:4].C(N(CC)CC)C.[C:28]1([S:34](Cl)(=[O:36])=[O:35])[CH:33]=[CH:32][CH:31]=[CH:30][CH:29]=1. The catalyst is ClCCl. The product is [F:20][C:2]([F:1])([F:19])[C:3]([NH:5][C:6]1[CH:7]=[CH:8][C:9]([CH2:12][CH:13]2[CH2:14][CH2:15][N:16]([S:34]([C:28]3[CH:33]=[CH:32][CH:31]=[CH:30][CH:29]=3)(=[O:36])=[O:35])[CH2:17][CH2:18]2)=[CH:10][CH:11]=1)=[O:4]. The yield is 0.570. (7) The reactants are C(OC([N:8]1[C@H:13]([C:14]2[CH:19]=[C:18]([F:20])[C:17]([F:21])=[C:16]([F:22])[CH:15]=2)[CH2:12][O:11][CH2:10][C@@H:9]1[CH2:23][CH2:24][CH2:25][C:26]([OH:28])=[O:27])=O)(C)(C)C.[ClH:29]. The catalyst is COCCOC. The product is [ClH:29].[F:22][C:16]1[CH:15]=[C:14]([C@H:13]2[NH:8][C@@H:9]([CH2:23][CH2:24][CH2:25][C:26]([OH:28])=[O:27])[CH2:10][O:11][CH2:12]2)[CH:19]=[C:18]([F:20])[C:17]=1[F:21]. The yield is 0.918. (8) The reactants are [Cl:1][C:2]1[N:7]=[C:6](Cl)[C:5]([N+:9]([O-:11])=[O:10])=[CH:4][N:3]=1.[S-:12][C:13]#[N:14].[K+]. The catalyst is CC(O)=O.O. The product is [Cl:1][C:2]1[N:7]=[C:6]([S:12][C:13]#[N:14])[C:5]([N+:9]([O-:11])=[O:10])=[CH:4][N:3]=1. The yield is 0.710.